This data is from Forward reaction prediction with 1.9M reactions from USPTO patents (1976-2016). The task is: Predict the product of the given reaction. (1) Given the reactants N#N.[CH2:3]([O:10][C:11]([NH:13][C@@H:14]1[CH2:19][CH2:18][C@H:17]([C:20](O)=[O:21])[CH2:16][CH2:15]1)=[O:12])[C:4]1[CH:9]=[CH:8][CH:7]=[CH:6][CH:5]=1.S(C)C.[BH4-].[Na+], predict the reaction product. The product is: [CH2:3]([O:10][C:11]([NH:13][C@@H:14]1[CH2:19][CH2:18][C@H:17]([CH2:20][OH:21])[CH2:16][CH2:15]1)=[O:12])[C:4]1[CH:5]=[CH:6][CH:7]=[CH:8][CH:9]=1. (2) Given the reactants [CH3:1][C:2]1([C:15]([OH:17])=[O:16])[C:14]2[CH:13]=[CH:12][CH:11]=[CH:10][C:9]=2[C:8]2[C:3]1=[CH:4][CH:5]=[CH:6][CH:7]=2.C(Cl)(=O)C(Cl)=O.[C@@:24]12([OH:33])[N:31]([CH3:32])[C@@H:28]([CH2:29][CH2:30]1)[CH2:27][CH:26]=[CH:25]2.C(N(C(C)C)CC)(C)C, predict the reaction product. The product is: [C@@:24]12([OH:33])[N:31]([CH3:32])[C@@H:28]([CH2:29][CH2:30]1)[CH2:27][CH:26]=[CH:25]2.[CH3:1][C:2]1([C:15]([O-:17])=[O:16])[C:3]2[CH:4]=[CH:5][CH:6]=[CH:7][C:8]=2[C:9]2[C:14]1=[CH:13][CH:12]=[CH:11][CH:10]=2.